Dataset: Peptide-MHC class I binding affinity with 185,985 pairs from IEDB/IMGT. Task: Regression. Given a peptide amino acid sequence and an MHC pseudo amino acid sequence, predict their binding affinity value. This is MHC class I binding data. (1) The MHC is HLA-A02:03 with pseudo-sequence HLA-A02:03. The peptide sequence is ETRSFTTHF. The binding affinity (normalized) is 0.0847. (2) The peptide sequence is KMKELSPRW. The MHC is HLA-B27:05 with pseudo-sequence HLA-B27:05. The binding affinity (normalized) is 0.208. (3) The peptide sequence is QTNFKSLLR. The binding affinity (normalized) is 0.740. The MHC is HLA-A68:01 with pseudo-sequence HLA-A68:01. (4) The peptide sequence is KVLNPYMPSV. The MHC is HLA-A02:17 with pseudo-sequence YFAMYGEKVAHTHVDTLYLMFHYYTWAVLAYTWY. The binding affinity (normalized) is 0.697.